This data is from hERG Central: cardiac toxicity at 1µM, 10µM, and general inhibition. The task is: Predict hERG channel inhibition at various concentrations. (1) Results: hERG_inhib (hERG inhibition (general)): blocker. The molecule is N#CCSc1ccccc1NC(=O)COc1ccc(-c2nnco2)cc1. (2) The compound is CCN(CC)CCNC(=O)c1[nH]c2ccc(OCc3ccccc3)cc2c1C. Results: hERG_inhib (hERG inhibition (general)): blocker. (3) The compound is Cl.OC(CNC1CCCC1)COc1ccc(-c2ccccc2)cc1. Results: hERG_inhib (hERG inhibition (general)): blocker. (4) Results: hERG_inhib (hERG inhibition (general)): blocker. The drug is O=C(c1ccccc1F)N1CCN(c2ccc([N+](=O)[O-])c(NCC3CCCO3)c2)CC1. (5) The drug is CCC1CCCCN1CCCNC(=O)c1cc2c(=O)oc3ccc(C)cc3c2s1. Results: hERG_inhib (hERG inhibition (general)): blocker. (6) The compound is CCC(C)N(C)Cc1cccc(C2(O)CCN(S(=O)(=O)c3ccc(F)c(C)c3)CC2)c1. Results: hERG_inhib (hERG inhibition (general)): blocker. (7) The molecule is Cc1ccc2[nH]c(=O)c(CN(C(=O)c3cccc([N+](=O)[O-])c3)C(C)C)cc2c1. Results: hERG_inhib (hERG inhibition (general)): blocker. (8) The drug is Cc1sc2nc(SCc3ccc(C(=O)O)cc3)n(Cc3ccco3)c(=O)c2c1C. Results: hERG_inhib (hERG inhibition (general)): blocker. (9) The molecule is Fc1cccc(CSc2ccc3nnc(-c4cccnc4)n3n2)c1. Results: hERG_inhib (hERG inhibition (general)): blocker.